This data is from CYP2D6 inhibition data for predicting drug metabolism from PubChem BioAssay. The task is: Regression/Classification. Given a drug SMILES string, predict its absorption, distribution, metabolism, or excretion properties. Task type varies by dataset: regression for continuous measurements (e.g., permeability, clearance, half-life) or binary classification for categorical outcomes (e.g., BBB penetration, CYP inhibition). Dataset: cyp2d6_veith. (1) The drug is O=c1cnc2cncnc2n1Cc1ccccc1. The result is 0 (non-inhibitor). (2) The result is 1 (inhibitor). The compound is COc1ccc(CNc2ccnc(-c3ccc(N(C)C)cc3)n2)c(OC)c1. (3) The drug is O=c1c[n+](CCCC[n+]2cc(=O)o[nH]2)[nH]o1. The result is 0 (non-inhibitor). (4) The drug is COc1ccc(-c2nc3cnc(N(C)C)nc3n(-c3ccccc3)c2=O)cc1. The result is 0 (non-inhibitor). (5) The drug is Cc1cccc(OCCSCc2nc3ccccc3[nH]2)c1. The result is 1 (inhibitor).